This data is from Orexin1 receptor HTS with 218,158 compounds and 233 confirmed actives. The task is: Binary Classification. Given a drug SMILES string, predict its activity (active/inactive) in a high-throughput screening assay against a specified biological target. (1) The molecule is Clc1cc(C(=O)Nc2cc3OCOc3cc2)ccc1. The result is 0 (inactive). (2) The compound is o1c(C2Nc3c(C(=O)N2O)cccc3)ccc1c1cc([N+]([O-])=O)ccc1. The result is 0 (inactive).